Task: Predict the reactants needed to synthesize the given product.. Dataset: Full USPTO retrosynthesis dataset with 1.9M reactions from patents (1976-2016) (1) The reactants are: [C:1]1([C:7]2[NH:11][N:10]=[C:9]([C:12]([NH:14][CH2:15][C:16]([OH:18])=O)=[O:13])[CH:8]=2)[CH:6]=[CH:5][CH:4]=[CH:3][CH:2]=1.CCN(C(C)C)C(C)C.C1C=CC2N(O)N=NC=2C=1.CCN=C=NCCCN(C)C.Cl.Cl.Cl.[Cl:52][C:53]1[CH:58]=[CH:57][CH:56]=[CH:55][C:54]=1[NH:59][CH:60]1[CH2:65][CH2:64][NH:63][CH2:62][CH2:61]1. Given the product [Cl:52][C:53]1[CH:58]=[CH:57][CH:56]=[CH:55][C:54]=1[NH:59][CH:60]1[CH2:65][CH2:64][N:63]([C:16](=[O:18])[CH2:15][NH:14][C:12]([C:9]2[CH:8]=[C:7]([C:1]3[CH:2]=[CH:3][CH:4]=[CH:5][CH:6]=3)[NH:11][N:10]=2)=[O:13])[CH2:62][CH2:61]1, predict the reactants needed to synthesize it. (2) Given the product [CH3:1][C:2]1[N:12]([CH2:13][C:14]2[CH:19]=[CH:18][C:17]([NH:20][CH2:21][CH:22]3[CH2:23][CH2:24][N:25]([CH:29]([CH3:31])[CH3:28])[CH2:26][CH2:27]3)=[CH:16][CH:15]=2)[C:5]2=[N:6][C:7]([CH3:11])=[CH:8][C:9]([CH3:10])=[C:4]2[N:3]=1, predict the reactants needed to synthesize it. The reactants are: [CH3:1][C:2]1[N:12]([CH2:13][C:14]2[CH:19]=[CH:18][C:17]([NH:20][CH2:21][CH:22]3[CH2:27][CH2:26][NH:25][CH2:24][CH2:23]3)=[CH:16][CH:15]=2)[C:5]2=[N:6][C:7]([CH3:11])=[CH:8][C:9]([CH3:10])=[C:4]2[N:3]=1.[CH3:28][C:29]([CH3:31])=O.C(O[BH-](OC(=O)C)OC(=O)C)(=O)C.[Na+].[OH-].[Na+]. (3) Given the product [C:2]([C:4]1[CH:9]=[CH:8][C:7]([NH:10][C:11](=[O:20])[C:12]2[CH:17]=[CH:16][C:15]([O:18][CH3:19])=[CH:14][CH:13]=2)=[CH:6][CH:5]=1)(=[O:3])[CH3:1], predict the reactants needed to synthesize it. The reactants are: [CH3:1][C:2]([C:4]1[CH:9]=[CH:8][C:7]([NH2:10])=[CH:6][CH:5]=1)=[O:3].[C:11](Cl)(=[O:20])[C:12]1[CH:17]=[CH:16][C:15]([O:18][CH3:19])=[CH:14][CH:13]=1.C(N(CC)CC)C. (4) The reactants are: [NH2:1][C:2]1N(C2CCCN(C(OCC3C=CC=CC=3)=O)C2)N=[C:4]([C:23]2[CH:28]=[CH:27][C:26]([O:29][C:30]3[CH:35]=[CH:34][CH:33]=[CH:32][CH:31]=3)=[CH:25][CH:24]=2)[C:3]=1[C:36]#[N:37].O(C1C=CC(C(OC)=C(C#N)C#N)=CC=1)C1C=CC=CC=1.[NH:59]([CH:61]1[CH2:67][O:66][CH2:65][CH2:64][N:63]([C:68]([O:70][C:71]([CH3:74])([CH3:73])[CH3:72])=[O:69])[CH2:62]1)[NH2:60]. Given the product [NH2:37][C:36]1[N:59]([CH:61]2[CH2:67][O:66][CH2:65][CH2:64][N:63]([C:68]([O:70][C:71]([CH3:74])([CH3:73])[CH3:72])=[O:69])[CH2:62]2)[N:60]=[C:4]([C:23]2[CH:28]=[CH:27][C:26]([O:29][C:30]3[CH:35]=[CH:34][CH:33]=[CH:32][CH:31]=3)=[CH:25][CH:24]=2)[C:3]=1[C:2]#[N:1], predict the reactants needed to synthesize it.